Dataset: Full USPTO retrosynthesis dataset with 1.9M reactions from patents (1976-2016). Task: Predict the reactants needed to synthesize the given product. (1) Given the product [Br:8][C:6]1[N:7]=[C:2]([N:24]2[C:25]3[C:21](=[CH:20][C:19]([O:18][CH3:17])=[CH:27][C:26]=3[CH3:28])[CH2:22][CH2:23]2)[C:3](=[O:15])[N:4]([C@@H:9]([CH2:12][O:13][CH3:14])[CH2:10][CH3:11])[CH:5]=1, predict the reactants needed to synthesize it. The reactants are: Br[C:2]1[C:3](=[O:15])[N:4]([C@@H:9]([CH2:12][O:13][CH3:14])[CH2:10][CH3:11])[CH:5]=[C:6]([Br:8])[N:7]=1.Cl.[CH3:17][O:18][C:19]1[CH:20]=[C:21]2[C:25](=[C:26]([CH3:28])[CH:27]=1)[NH:24][CH2:23][CH2:22]2. (2) Given the product [CH:17]1([C:23]([N:4]2[CH2:5][C:6]3[CH:12]=[C:11]([C:13]([O:15][CH3:16])=[O:14])[CH:10]=[CH:9][C:7]=3[NH:8][C:2](=[O:1])[CH2:3]2)=[O:24])[CH2:22][CH2:21][CH2:20][CH2:19][CH2:18]1, predict the reactants needed to synthesize it. The reactants are: [O:1]=[C:2]1[NH:8][C:7]2[CH:9]=[CH:10][C:11]([C:13]([O:15][CH3:16])=[O:14])=[CH:12][C:6]=2[CH2:5][NH:4][CH2:3]1.[CH:17]1([C:23](O)=[O:24])[CH2:22][CH2:21][CH2:20][CH2:19][CH2:18]1.CCN(C(C)C)C(C)C.CN(C(ON1N=NC2C=CC=CC1=2)=[N+](C)C)C.F[P-](F)(F)(F)(F)F.